This data is from Catalyst prediction with 721,799 reactions and 888 catalyst types from USPTO. The task is: Predict which catalyst facilitates the given reaction. (1) The catalyst class is: 18. Product: [C:52]([C:56]1[CH:61]=[CH:60][CH:59]=[CH:58][C:57]=1[NH:62][CH:63]1[CH2:68][CH2:67][N:66]([C:16](=[O:18])[CH2:15][NH:14][C:12]([C:9]2[CH:8]=[C:7]([C:1]3[CH:2]=[CH:3][CH:4]=[CH:5][CH:6]=3)[NH:11][N:10]=2)=[O:13])[CH2:65][CH2:64]1)([CH3:55])([CH3:53])[CH3:54]. Reactant: [C:1]1([C:7]2[NH:11][N:10]=[C:9]([C:12]([NH:14][CH2:15][C:16]([OH:18])=O)=[O:13])[CH:8]=2)[CH:6]=[CH:5][CH:4]=[CH:3][CH:2]=1.CCN(C(C)C)C(C)C.C1C=CC2N(O)N=NC=2C=1.CCN=C=NCCCN(C)C.Cl.Cl.Cl.[C:52]([C:56]1[CH:61]=[CH:60][CH:59]=[CH:58][C:57]=1[NH:62][CH:63]1[CH2:68][CH2:67][NH:66][CH2:65][CH2:64]1)([CH3:55])([CH3:54])[CH3:53]. (2) Reactant: COC[O:4][C:5]1[CH:10]=[C:9]([CH3:11])[C:8]([C:12]2[C:17]([CH2:18][O:19][C:20]3[CH:25]=[CH:24][CH:23]=[CH:22][CH:21]=3)=[CH:16][CH:15]=[C:14]([C:26]([O:28][CH3:29])=[O:27])[CH:13]=2)=[C:7]([CH3:30])[CH:6]=1.CO.Cl.CO. Product: [OH:4][C:5]1[CH:6]=[C:7]([CH3:30])[C:8]([C:12]2[C:17]([CH2:18][O:19][C:20]3[CH:25]=[CH:24][CH:23]=[CH:22][CH:21]=3)=[CH:16][CH:15]=[C:14]([C:26]([O:28][CH3:29])=[O:27])[CH:13]=2)=[C:9]([CH3:11])[CH:10]=1. The catalyst class is: 216. (3) Reactant: Cl[C:2]1[C:3]2[C:10]([C:11]3[CH:12]=[C:13]([CH:16]=[CH:17][CH:18]=3)[C:14]#[N:15])=[C:9]([CH3:19])[N:8]([CH2:20][O:21][CH2:22][CH2:23][Si:24]([CH3:27])([CH3:26])[CH3:25])[C:4]=2[N:5]=[CH:6][N:7]=1.[NH:28]1[CH2:33][CH2:32][O:31][CH2:30][CH2:29]1.C(N(CC)C(C)C)(C)C. Product: [CH3:19][C:9]1[N:8]([CH2:20][O:21][CH2:22][CH2:23][Si:24]([CH3:26])([CH3:27])[CH3:25])[C:4]2[N:5]=[CH:6][N:7]=[C:2]([N:28]3[CH2:33][CH2:32][O:31][CH2:30][CH2:29]3)[C:3]=2[C:10]=1[C:11]1[CH:12]=[C:13]([CH:16]=[CH:17][CH:18]=1)[C:14]#[N:15]. The catalyst class is: 51. (4) Reactant: O.[NH2:2][NH2:3].C(N(CC)CC)C.[CH2:11]([N:13]1[C:25]2[CH:24]=[CH:23][C:22]([CH:26]=O)=[CH:21][C:20]=2[C:19]2[C:14]1=[CH:15][CH:16]=[CH:17][CH:18]=2)[CH3:12]. Product: [CH2:11]([N:13]1[C:25]2[CH:24]=[CH:23][C:22]([CH:26]=[N:2][NH2:3])=[CH:21][C:20]=2[C:19]2[C:14]1=[CH:15][CH:16]=[CH:17][CH:18]=2)[CH3:12]. The catalyst class is: 20. (5) Reactant: [F:1][C:2]1[CH:7]=[CH:6][C:5]([CH2:8][C:9](Cl)=[O:10])=[CH:4][CH:3]=1.[S-:12][C:13]#[N:14].[Na+]. Product: [F:1][C:2]1[CH:7]=[CH:6][C:5]([CH2:8][C:9]([N:14]=[C:13]=[S:12])=[O:10])=[CH:4][CH:3]=1. The catalyst class is: 13. (6) Reactant: [Cl:1][C:2]1[CH:22]=[CH:21][C:5]2[N:6](C(OC(C)(C)C)=O)[C:7](=[O:13])[N:8]([CH2:9][CH2:10][CH2:11][Cl:12])[C:4]=2[CH:3]=1. Product: [Cl:1][C:2]1[CH:22]=[CH:21][C:5]2[NH:6][C:7](=[O:13])[N:8]([CH2:9][CH2:10][CH2:11][Cl:12])[C:4]=2[CH:3]=1. The catalyst class is: 89. (7) Reactant: [C:1]([O:5][C:6](=[O:19])[NH:7][CH2:8][C:9]1([C:17]#[N:18])[C:11]2([CH2:16][CH2:15][CH2:14][CH2:13][CH2:12]2)[CH2:10]1)([CH3:4])([CH3:3])[CH3:2].[NH2:20][OH:21]. Product: [C:1]([O:5][C:6](=[O:19])[NH:7][CH2:8][C:9]1([C:17](=[NH:18])[NH:20][OH:21])[C:11]2([CH2:16][CH2:15][CH2:14][CH2:13][CH2:12]2)[CH2:10]1)([CH3:2])([CH3:4])[CH3:3]. The catalyst class is: 8. (8) Reactant: [Si]([O:8][N:9]=[C:10]1[C:18]2[C:13](=[CH:14][C:15]([NH:19][C:20]3[C:28]4[C:23](=[CH:24][N:25]=[CH:26][CH:27]=4)[O:22][C:21]=3[C:29]3[CH:36]=[CH:35][C:32]([C:33]#[N:34])=[CH:31][CH:30]=3)=[CH:16][CH:17]=2)[CH2:12][CH2:11]1)(C(C)(C)C)(C)C.[OH-:37].[K+]. Product: [OH:8][N:9]=[C:10]1[C:18]2[C:13](=[CH:14][C:15]([NH:19][C:20]3[C:28]4[C:23](=[CH:24][N:25]=[CH:26][CH:27]=4)[O:22][C:21]=3[C:29]3[CH:36]=[CH:35][C:32]([C:33]([NH2:34])=[O:37])=[CH:31][CH:30]=3)=[CH:16][CH:17]=2)[CH2:12][CH2:11]1. The catalyst class is: 14.